This data is from Full USPTO retrosynthesis dataset with 1.9M reactions from patents (1976-2016). The task is: Predict the reactants needed to synthesize the given product. (1) Given the product [F:1][C:2]([F:11])([F:12])[O:3][C:4]1[CH:5]=[CH:6][C:7]([O:10][CH2:13][CH:15]2[CH2:16][O:17]2)=[CH:8][CH:9]=1, predict the reactants needed to synthesize it. The reactants are: [F:1][C:2]([F:12])([F:11])[O:3][C:4]1[CH:9]=[CH:8][C:7]([OH:10])=[CH:6][CH:5]=1.[CH2:13]([CH:15]1[O:17][CH2:16]1)Cl. (2) Given the product [N:1]1([CH2:29][C:11]2[C:12]3[O:21][C:20]4[CH2:19][CH2:18][N:17]([C:22]([O:24][C:25]([CH3:27])([CH3:26])[CH3:28])=[O:23])[CH2:16][C:15]=4[C:13]=3[CH:14]=[C:9]([Br:8])[CH:10]=2)[CH:5]=[CH:4][CH:3]=[N:2]1, predict the reactants needed to synthesize it. The reactants are: [NH:1]1[CH:5]=[CH:4][CH:3]=[N:2]1.[H-].[Na+].[Br:8][C:9]1[CH:10]=[C:11]([CH2:29]OS(C)(=O)=O)[C:12]2[O:21][C:20]3[CH2:19][CH2:18][N:17]([C:22]([O:24][C:25]([CH3:28])([CH3:27])[CH3:26])=[O:23])[CH2:16][C:15]=3[C:13]=2[CH:14]=1.